Regression. Given two drug SMILES strings and cell line genomic features, predict the synergy score measuring deviation from expected non-interaction effect. From a dataset of NCI-60 drug combinations with 297,098 pairs across 59 cell lines. Drug 1: CC1=C(C(=CC=C1)Cl)NC(=O)C2=CN=C(S2)NC3=CC(=NC(=N3)C)N4CCN(CC4)CCO. Drug 2: CS(=O)(=O)OCCCCOS(=O)(=O)C. Cell line: IGROV1. Synergy scores: CSS=31.3, Synergy_ZIP=-13.0, Synergy_Bliss=-6.55, Synergy_Loewe=-58.2, Synergy_HSA=-4.08.